This data is from Full USPTO retrosynthesis dataset with 1.9M reactions from patents (1976-2016). The task is: Predict the reactants needed to synthesize the given product. (1) Given the product [C:8]([C:3]1[N:2]([NH:1][C:18](=[O:24])[C:19]([O:21][CH2:22][CH3:23])=[O:20])[CH:6]=[C:5]([Cl:7])[CH:4]=1)(=[O:9])[NH2:10], predict the reactants needed to synthesize it. The reactants are: [NH2:1][N:2]1[CH:6]=[C:5]([Cl:7])[CH:4]=[C:3]1[C:8]([NH2:10])=[O:9].N1C=CC=CC=1.Cl[C:18](=[O:24])[C:19]([O:21][CH2:22][CH3:23])=[O:20]. (2) Given the product [Si:21]([O:28][CH2:29][CH2:30][CH2:31][NH:32][C:14]([C:12]1[S:13][C:9]([S:8][C:7]2[C:6]([Cl:20])=[CH:5][N:4]=[CH:3][C:2]=2[Cl:1])=[C:10]([N+:17]([O-:19])=[O:18])[CH:11]=1)=[O:16])([C:24]([CH3:26])([CH3:27])[CH3:25])([CH3:23])[CH3:22], predict the reactants needed to synthesize it. The reactants are: [Cl:1][C:2]1[CH:3]=[N:4][CH:5]=[C:6]([Cl:20])[C:7]=1[S:8][C:9]1[S:13][C:12]([C:14]([OH:16])=O)=[CH:11][C:10]=1[N+:17]([O-:19])=[O:18].[Si:21]([O:28][CH2:29][CH2:30][CH2:31][NH2:32])([C:24]([CH3:27])([CH3:26])[CH3:25])([CH3:23])[CH3:22].